Task: Predict the product of the given reaction.. Dataset: Forward reaction prediction with 1.9M reactions from USPTO patents (1976-2016) Given the reactants [C:1]([N:4]1[C:8](=[O:9])[CH2:7][C:6](=[O:10])[N:5]1[C:11]1[CH:16]=[C:15]([S:17][CH2:18][C:19]([F:22])([F:21])[F:20])[C:14]([CH3:23])=[CH:13][C:12]=1[F:24])(=[O:3])[CH3:2].CO.[CH2:27](OCC)C.C[Si](C=[N+]=[N-])(C)C, predict the reaction product. The product is: [C:1]([N:4]1[C:8](=[O:9])[CH:7]=[C:6]([O:10][CH3:27])[N:5]1[C:11]1[CH:16]=[C:15]([S:17][CH2:18][C:19]([F:20])([F:21])[F:22])[C:14]([CH3:23])=[CH:13][C:12]=1[F:24])(=[O:3])[CH3:2].